From a dataset of NCI-60 drug combinations with 297,098 pairs across 59 cell lines. Regression. Given two drug SMILES strings and cell line genomic features, predict the synergy score measuring deviation from expected non-interaction effect. (1) Drug 2: C1CCC(C(C1)N)N.C(=O)(C(=O)[O-])[O-].[Pt+4]. Cell line: MALME-3M. Drug 1: CC1C(C(CC(O1)OC2CC(CC3=C2C(=C4C(=C3O)C(=O)C5=C(C4=O)C(=CC=C5)OC)O)(C(=O)CO)O)N)O.Cl. Synergy scores: CSS=14.4, Synergy_ZIP=-5.15, Synergy_Bliss=0.831, Synergy_Loewe=-2.23, Synergy_HSA=-0.0768. (2) Drug 1: C1=CN(C(=O)N=C1N)C2C(C(C(O2)CO)O)O.Cl. Drug 2: CN1C2=C(C=C(C=C2)N(CCCl)CCCl)N=C1CCCC(=O)O.Cl. Cell line: OVCAR-8. Synergy scores: CSS=32.8, Synergy_ZIP=-1.20, Synergy_Bliss=-1.74, Synergy_Loewe=-12.4, Synergy_HSA=-0.499. (3) Drug 1: C1=NC2=C(N=C(N=C2N1C3C(C(C(O3)CO)O)O)F)N. Drug 2: CCC1=C2CN3C(=CC4=C(C3=O)COC(=O)C4(CC)O)C2=NC5=C1C=C(C=C5)O. Cell line: HS 578T. Synergy scores: CSS=14.3, Synergy_ZIP=-3.96, Synergy_Bliss=-2.42, Synergy_Loewe=-19.5, Synergy_HSA=-5.28. (4) Drug 1: CC1C(C(CC(O1)OC2CC(OC(C2O)C)OC3=CC4=CC5=C(C(=O)C(C(C5)C(C(=O)C(C(C)O)O)OC)OC6CC(C(C(O6)C)O)OC7CC(C(C(O7)C)O)OC8CC(C(C(O8)C)O)(C)O)C(=C4C(=C3C)O)O)O)O. Drug 2: CN(CC1=CN=C2C(=N1)C(=NC(=N2)N)N)C3=CC=C(C=C3)C(=O)NC(CCC(=O)O)C(=O)O. Cell line: RPMI-8226. Synergy scores: CSS=43.0, Synergy_ZIP=2.78, Synergy_Bliss=2.28, Synergy_Loewe=-3.01, Synergy_HSA=-1.41. (5) Drug 1: COC1=CC(=CC(=C1O)OC)C2C3C(COC3=O)C(C4=CC5=C(C=C24)OCO5)OC6C(C(C7C(O6)COC(O7)C8=CC=CS8)O)O. Drug 2: CN(CC1=CN=C2C(=N1)C(=NC(=N2)N)N)C3=CC=C(C=C3)C(=O)NC(CCC(=O)O)C(=O)O. Cell line: SNB-19. Synergy scores: CSS=55.8, Synergy_ZIP=-2.13, Synergy_Bliss=-3.82, Synergy_Loewe=-2.73, Synergy_HSA=0.119. (6) Drug 1: CC(CN1CC(=O)NC(=O)C1)N2CC(=O)NC(=O)C2. Drug 2: N.N.Cl[Pt+2]Cl. Cell line: LOX IMVI. Synergy scores: CSS=28.4, Synergy_ZIP=-9.33, Synergy_Bliss=-3.46, Synergy_Loewe=0.0739, Synergy_HSA=0.495. (7) Drug 1: CC12CCC(CC1=CCC3C2CCC4(C3CC=C4C5=CN=CC=C5)C)O. Drug 2: CC12CCC3C(C1CCC2O)C(CC4=C3C=CC(=C4)O)CCCCCCCCCS(=O)CCCC(C(F)(F)F)(F)F. Cell line: NCI-H522. Synergy scores: CSS=9.62, Synergy_ZIP=-1.39, Synergy_Bliss=3.52, Synergy_Loewe=3.53, Synergy_HSA=3.65. (8) Drug 1: CC1=C(C=C(C=C1)C(=O)NC2=CC(=CC(=C2)C(F)(F)F)N3C=C(N=C3)C)NC4=NC=CC(=N4)C5=CN=CC=C5. Drug 2: CCC1(CC2CC(C3=C(CCN(C2)C1)C4=CC=CC=C4N3)(C5=C(C=C6C(=C5)C78CCN9C7C(C=CC9)(C(C(C8N6C)(C(=O)OC)O)OC(=O)C)CC)OC)C(=O)OC)O.OS(=O)(=O)O. Cell line: CAKI-1. Synergy scores: CSS=-0.126, Synergy_ZIP=0.202, Synergy_Bliss=-2.01, Synergy_Loewe=-9.73, Synergy_HSA=-7.53. (9) Drug 1: C1=CC(=C2C(=C1NCCNCCO)C(=O)C3=C(C=CC(=C3C2=O)O)O)NCCNCCO. Drug 2: C1CN(P(=O)(OC1)NCCCl)CCCl. Cell line: SN12C. Synergy scores: CSS=33.1, Synergy_ZIP=-1.98, Synergy_Bliss=-4.08, Synergy_Loewe=-46.2, Synergy_HSA=-4.35. (10) Drug 1: CC1=C(C=C(C=C1)NC(=O)C2=CC=C(C=C2)CN3CCN(CC3)C)NC4=NC=CC(=N4)C5=CN=CC=C5. Drug 2: CC1C(C(CC(O1)OC2CC(OC(C2O)C)OC3=CC4=CC5=C(C(=O)C(C(C5)C(C(=O)C(C(C)O)O)OC)OC6CC(C(C(O6)C)O)OC7CC(C(C(O7)C)O)OC8CC(C(C(O8)C)O)(C)O)C(=C4C(=C3C)O)O)O)O. Cell line: U251. Synergy scores: CSS=56.6, Synergy_ZIP=-4.33, Synergy_Bliss=-7.86, Synergy_Loewe=-16.9, Synergy_HSA=-8.81.